This data is from NCI-60 drug combinations with 297,098 pairs across 59 cell lines. The task is: Regression. Given two drug SMILES strings and cell line genomic features, predict the synergy score measuring deviation from expected non-interaction effect. (1) Drug 1: CS(=O)(=O)CCNCC1=CC=C(O1)C2=CC3=C(C=C2)N=CN=C3NC4=CC(=C(C=C4)OCC5=CC(=CC=C5)F)Cl. Drug 2: CN1C=C(C=N1)C2=C3N=C(C(=C(N3N=C2)N)Br)C4CCCNC4. Cell line: OVCAR3. Synergy scores: CSS=43.2, Synergy_ZIP=2.97, Synergy_Bliss=3.99, Synergy_Loewe=5.00, Synergy_HSA=7.43. (2) Drug 1: CS(=O)(=O)C1=CC(=C(C=C1)C(=O)NC2=CC(=C(C=C2)Cl)C3=CC=CC=N3)Cl. Drug 2: C1C(C(OC1N2C=C(C(=O)NC2=O)F)CO)O. Cell line: NCI-H522. Synergy scores: CSS=19.4, Synergy_ZIP=-8.89, Synergy_Bliss=-4.84, Synergy_Loewe=-16.1, Synergy_HSA=-3.98. (3) Drug 1: CC12CCC3C(C1CCC2OP(=O)(O)O)CCC4=C3C=CC(=C4)OC(=O)N(CCCl)CCCl.[Na+]. Drug 2: N.N.Cl[Pt+2]Cl. Cell line: BT-549. Synergy scores: CSS=32.6, Synergy_ZIP=-8.22, Synergy_Bliss=-5.22, Synergy_Loewe=-5.33, Synergy_HSA=-0.125. (4) Drug 1: CCC1=CC2CC(C3=C(CN(C2)C1)C4=CC=CC=C4N3)(C5=C(C=C6C(=C5)C78CCN9C7C(C=CC9)(C(C(C8N6C)(C(=O)OC)O)OC(=O)C)CC)OC)C(=O)OC.C(C(C(=O)O)O)(C(=O)O)O. Drug 2: CC1C(C(CC(O1)OC2CC(OC(C2O)C)OC3=CC4=CC5=C(C(=O)C(C(C5)C(C(=O)C(C(C)O)O)OC)OC6CC(C(C(O6)C)O)OC7CC(C(C(O7)C)O)OC8CC(C(C(O8)C)O)(C)O)C(=C4C(=C3C)O)O)O)O. Cell line: K-562. Synergy scores: CSS=74.1, Synergy_ZIP=5.23, Synergy_Bliss=9.73, Synergy_Loewe=3.81, Synergy_HSA=9.72. (5) Drug 1: CC1C(C(CC(O1)OC2CC(OC(C2O)C)OC3=CC4=CC5=C(C(=O)C(C(C5)C(C(=O)C(C(C)O)O)OC)OC6CC(C(C(O6)C)O)OC7CC(C(C(O7)C)O)OC8CC(C(C(O8)C)O)(C)O)C(=C4C(=C3C)O)O)O)O. Drug 2: C(=O)(N)NO. Cell line: HOP-62. Synergy scores: CSS=57.0, Synergy_ZIP=-0.108, Synergy_Bliss=-2.07, Synergy_Loewe=-37.4, Synergy_HSA=-1.24. (6) Drug 1: CNC(=O)C1=CC=CC=C1SC2=CC3=C(C=C2)C(=NN3)C=CC4=CC=CC=N4. Drug 2: C1CCC(C(C1)N)N.C(=O)(C(=O)[O-])[O-].[Pt+4]. Cell line: CCRF-CEM. Synergy scores: CSS=38.2, Synergy_ZIP=0.629, Synergy_Bliss=5.80, Synergy_Loewe=-2.06, Synergy_HSA=7.43. (7) Drug 1: CC1CCC2CC(C(=CC=CC=CC(CC(C(=O)C(C(C(=CC(C(=O)CC(OC(=O)C3CCCCN3C(=O)C(=O)C1(O2)O)C(C)CC4CCC(C(C4)OC)O)C)C)O)OC)C)C)C)OC. Drug 2: CN(CCCl)CCCl.Cl. Cell line: U251. Synergy scores: CSS=31.1, Synergy_ZIP=-5.81, Synergy_Bliss=-0.982, Synergy_Loewe=-4.44, Synergy_HSA=0.399. (8) Synergy scores: CSS=2.79, Synergy_ZIP=-1.75, Synergy_Bliss=0.581, Synergy_Loewe=-2.12, Synergy_HSA=-1.23. Drug 1: C1C(C(OC1N2C=NC3=C(N=C(N=C32)Cl)N)CO)O. Cell line: RXF 393. Drug 2: CS(=O)(=O)CCNCC1=CC=C(O1)C2=CC3=C(C=C2)N=CN=C3NC4=CC(=C(C=C4)OCC5=CC(=CC=C5)F)Cl. (9) Drug 1: C1=C(C(=O)NC(=O)N1)F. Drug 2: C1=NC2=C(N=C(N=C2N1C3C(C(C(O3)CO)O)O)F)N. Cell line: HL-60(TB). Synergy scores: CSS=76.8, Synergy_ZIP=-14.9, Synergy_Bliss=-23.5, Synergy_Loewe=-23.3, Synergy_HSA=-22.0.